This data is from Full USPTO retrosynthesis dataset with 1.9M reactions from patents (1976-2016). The task is: Predict the reactants needed to synthesize the given product. (1) Given the product [Cl:1][C:2]1[CH:3]=[C:4]([CH:11]2[C:20]([CH3:21])([CH3:22])[CH2:19][C:18]3[C:13](=[CH:14][CH:15]=[C:16]([C:24]([O:26][CH3:27])=[O:25])[CH:17]=3)[NH:12]2)[CH:5]=[C:6]([N+:8]([O-:10])=[O:9])[CH:7]=1, predict the reactants needed to synthesize it. The reactants are: [Cl:1][C:2]1[CH:3]=[C:4]([CH:11]2[C:20]([CH3:22])([CH3:21])[CH:19](O)[C:18]3[C:13](=[CH:14][CH:15]=[C:16]([C:24]([O:26][CH3:27])=[O:25])[CH:17]=3)[NH:12]2)[CH:5]=[C:6]([N+:8]([O-:10])=[O:9])[CH:7]=1.FC(F)(F)C(O)=O.C(=O)(O)[O-].[Na+]. (2) The reactants are: [C:1]([Cl:6])(=[O:5])[C:2](Cl)=[O:3].COC[CH2:10][O:11][CH2:12][CH2:13][O:14][CH2:15][CH2:16][O:17][CH2:18][C:19](O)=O.[C:22]1(C)C=CC=CC=1. Given the product [CH3:10][O:11][CH2:12][CH2:13][O:14][CH2:15][CH2:16][O:17][CH2:18][CH2:19][CH2:22][O:3][CH2:2][C:1]([Cl:6])=[O:5], predict the reactants needed to synthesize it. (3) Given the product [F:38][C:32]1[CH:33]=[CH:34][C:35]([F:37])=[CH:36][C:31]=1[CH2:30][C@H:17]([NH:16][C:7]([C:5]1[S:6][C:2]([CH3:1])=[C:3]([C:10]2[N:14]([CH3:15])[N:13]=[CH:12][CH:11]=2)[CH:4]=1)=[O:9])[CH2:18][N:19]1[C:27](=[O:28])[C:26]2[C:21](=[CH:22][CH:23]=[CH:24][CH:25]=2)[C:20]1=[O:29], predict the reactants needed to synthesize it. The reactants are: [CH3:1][C:2]1[S:6][C:5]([C:7]([OH:9])=O)=[CH:4][C:3]=1[C:10]1[N:14]([CH3:15])[N:13]=[CH:12][CH:11]=1.[NH2:16][C@@H:17]([CH2:30][C:31]1[CH:36]=[C:35]([F:37])[CH:34]=[CH:33][C:32]=1[F:38])[CH2:18][N:19]1[C:27](=[O:28])[C:26]2[C:21](=[CH:22][CH:23]=[CH:24][CH:25]=2)[C:20]1=[O:29].FC1C=CC=C(F)C=1C[C@@H](C(O)=O)N.C1CN([P+](Br)(N2CCCC2)N2CCCC2)CC1.F[P-](F)(F)(F)(F)F.CCN(C(C)C)C(C)C. (4) Given the product [CH3:1][O:2][C:3](=[O:19])[CH2:4][O:5][C:6]1[CH:11]=[C:10]([CH:32]2[CH2:26][CH2:25]2)[C:9]([O:12][CH2:13][CH2:14][C:15](=[S:17])[NH2:16])=[CH:8][C:7]=1[CH3:18], predict the reactants needed to synthesize it. The reactants are: [CH3:1][O:2][C:3](=[O:19])[CH2:4][O:5][C:6]1[CH:11]=[CH:10][C:9]([O:12][CH2:13][CH2:14][C:15](=[S:17])[NH2:16])=[CH:8][C:7]=1[CH3:18].COC(=O)CO[C:25]1C=CC(O)=C[C:26]=1[CH3:32]. (5) Given the product [C:12]([N:11]([CH3:20])[CH2:10][C@H:9]([C:4]1[CH:5]=[CH:6][C:7]([Cl:8])=[C:2]([Cl:1])[CH:3]=1)[CH2:21][CH2:22][N:37]1[CH2:38][CH2:39][CH:34]([N:29]2[CH2:30][CH2:31][CH2:32][CH2:33][C@@H:28]2[C:26]([N:25]([CH3:40])[CH3:24])=[O:27])[CH2:35][CH2:36]1)(=[O:19])[C:13]1[CH:14]=[CH:15][CH:16]=[CH:17][CH:18]=1, predict the reactants needed to synthesize it. The reactants are: [Cl:1][C:2]1[CH:3]=[C:4]([C@H:9]([CH2:21][CH:22]=O)[CH2:10][N:11]([CH3:20])[C:12](=[O:19])[C:13]2[CH:18]=[CH:17][CH:16]=[CH:15][CH:14]=2)[CH:5]=[CH:6][C:7]=1[Cl:8].[CH3:24][N:25]([CH3:40])[C:26]([CH:28]1[CH2:33][CH2:32][CH2:31][CH2:30][N:29]1[CH:34]1[CH2:39][CH2:38][NH:37][CH2:36][CH2:35]1)=[O:27].C([O-])(=O)C.[Na+].C(O[BH-](OC(=O)C)OC(=O)C)(=O)C.[Na+]. (6) Given the product [CH:20]([N:15]1[C:14]([C:8]2[N:7]=[C:6]3[N:10]([CH2:11][CH2:12][O:13][C:4]4[CH:3]=[C:2]([S:34][CH:31]5[CH2:32][CH2:33][N:28]([CH:25]([CH3:27])[CH3:26])[CH2:29][CH2:30]5)[CH:24]=[CH:23][C:5]=43)[CH:9]=2)=[N:18][C:17]([CH3:19])=[N:16]1)([CH3:22])[CH3:21], predict the reactants needed to synthesize it. The reactants are: Br[C:2]1[CH:24]=[CH:23][C:5]2[C:6]3[N:10]([CH2:11][CH2:12][O:13][C:4]=2[CH:3]=1)[CH:9]=[C:8]([C:14]1[N:15]([CH:20]([CH3:22])[CH3:21])[N:16]=[C:17]([CH3:19])[N:18]=1)[N:7]=3.[CH:25]([N:28]1[CH2:33][CH2:32][CH:31]([SH:34])[CH2:30][CH2:29]1)([CH3:27])[CH3:26].CC1(C)C2C(=C(P(C3C=CC=CC=3)C3C=CC=CC=3)C=CC=2)OC2C(P(C3C=CC=CC=3)C3C=CC=CC=3)=CC=CC1=2.CCN(C(C)C)C(C)C.